This data is from Full USPTO retrosynthesis dataset with 1.9M reactions from patents (1976-2016). The task is: Predict the reactants needed to synthesize the given product. (1) Given the product [NH:31]1[CH2:32][CH2:33][CH:34]([CH2:66][NH:67][C:69](=[O:70])[CH:50]([C:3]2[CH:4]=[CH:5][CH:6]=[CH:7][C:2]=2[F:1])[NH:46][C:21]([NH:20][C:17]2[CH:18]=[CH:19][C:14]([Cl:13])=[CH:15][CH:16]=2)=[O:22])[CH2:35][CH2:36]1, predict the reactants needed to synthesize it. The reactants are: [F:1][C:2]1[CH:7]=[CH:6][CH:5]=[CH:4][C:3]=1NCC(O)=O.[Cl:13][C:14]1[CH:19]=[CH:18][C:17]([N:20]=[C:21]=[O:22])=[CH:16][CH:15]=1.Cl.C([N:31]1[CH2:36][CH2:35][CH2:34][CH2:33][CH:32]1CN)(OC(C)(C)C)=O.F[P-](F)(F)(F)(F)F.[N:46]1(O[P+](N(C)C)(N(C)C)N(C)C)[C:50]2C=CC=CC=2N=N1.[CH3:66][N:67]([CH:69]=[O:70])C. (2) Given the product [C:1]([O:5][C:6]([N:8]1[C:12]([C:13]2[CH:18]=[CH:17][C:16]([C:44]#[C:43][C:37]3[CH:42]=[CH:41][CH:40]=[CH:39][CH:38]=3)=[CH:15][CH:14]=2)=[CH:11][N:10]=[C:9]1[NH:20][C:21]([O:23][C:24]([CH3:27])([CH3:26])[CH3:25])=[O:22])=[O:7])([CH3:4])([CH3:3])[CH3:2], predict the reactants needed to synthesize it. The reactants are: [C:1]([O:5][C:6]([N:8]1[C:12]([C:13]2[CH:18]=[CH:17][C:16](I)=[CH:15][CH:14]=2)=[CH:11][N:10]=[C:9]1[NH:20][C:21]([O:23][C:24]([CH3:27])([CH3:26])[CH3:25])=[O:22])=[O:7])([CH3:4])([CH3:3])[CH3:2].CCN(C(C)C)C(C)C.[C:37]1([C:43]#[CH:44])[CH:42]=[CH:41][CH:40]=[CH:39][CH:38]=1.